Dataset: Peptide-MHC class I binding affinity with 185,985 pairs from IEDB/IMGT. Task: Regression. Given a peptide amino acid sequence and an MHC pseudo amino acid sequence, predict their binding affinity value. This is MHC class I binding data. (1) The peptide sequence is LIIYYQLAGY. The MHC is HLA-A11:01 with pseudo-sequence HLA-A11:01. The binding affinity (normalized) is 0.211. (2) The peptide sequence is RGPSCGSAK. The MHC is HLA-A33:01 with pseudo-sequence HLA-A33:01. The binding affinity (normalized) is 0.0621. (3) The peptide sequence is WFLYVSQQI. The MHC is HLA-B46:01 with pseudo-sequence HLA-B46:01. The binding affinity (normalized) is 0.0847. (4) The peptide sequence is LAGAGLAFSL. The MHC is HLA-B08:01 with pseudo-sequence HLA-B08:01. The binding affinity (normalized) is 0.272. (5) The peptide sequence is KTDFKVVKK. The MHC is HLA-A33:01 with pseudo-sequence HLA-A33:01. The binding affinity (normalized) is 0.344. (6) The peptide sequence is QLSLKMLSL. The MHC is HLA-B44:02 with pseudo-sequence HLA-B44:02. The binding affinity (normalized) is 0.0847. (7) The binding affinity (normalized) is 0. The MHC is HLA-A02:01 with pseudo-sequence HLA-A02:01. The peptide sequence is KFLLIHQGM. (8) The peptide sequence is CPFLFLTVL. The MHC is HLA-B35:01 with pseudo-sequence HLA-B35:01. The binding affinity (normalized) is 0.656.